This data is from Forward reaction prediction with 1.9M reactions from USPTO patents (1976-2016). The task is: Predict the product of the given reaction. (1) Given the reactants [Br:1][C:2]1[CH:9]=[CH:8][C:5]([CH:6]=[O:7])=[C:4]([F:10])[CH:3]=1.[CH3:11][Mg]Br, predict the reaction product. The product is: [Br:1][C:2]1[CH:9]=[CH:8][C:5]([CH:6]([OH:7])[CH3:11])=[C:4]([F:10])[CH:3]=1. (2) Given the reactants [C:1]([CH:3]1[C:7](=O)[CH2:6][N:5]([C:9]([O:11][C:12]([CH3:15])([CH3:14])[CH3:13])=[O:10])[CH2:4]1)#[N:2].[C:16]1([C:22]2[N:27]=[CH:26][C:25]([C:28]3[CH:29]=[N:30][NH:31][C:32]=3[NH2:33])=[CH:24][CH:23]=2)[CH:21]=[CH:20][CH:19]=[CH:18][CH:17]=1, predict the reaction product. The product is: [NH2:2][C:1]1[N:31]2[N:30]=[CH:29][C:28]([C:25]3[CH:26]=[N:27][C:22]([C:16]4[CH:21]=[CH:20][CH:19]=[CH:18][CH:17]=4)=[CH:23][CH:24]=3)=[C:32]2[N:33]=[C:7]2[CH2:6][N:5]([C:9]([O:11][C:12]([CH3:15])([CH3:14])[CH3:13])=[O:10])[CH2:4][C:3]=12. (3) Given the reactants [CH2:1]([NH2:9])[CH2:2][C:3]1[CH:8]=[CH:7][CH:6]=[CH:5][CH:4]=1.[Cl:10][C:11]1[CH:19]=[C:18]([O:20][C:21]2[CH:26]=[CH:25][C:24]([CH:27]=O)=[CH:23][CH:22]=2)[CH:17]=[CH:16][C:12]=1[C:13]([NH2:15])=[O:14], predict the reaction product. The product is: [Cl:10][C:11]1[CH:19]=[C:18]([O:20][C:21]2[CH:26]=[CH:25][C:24]([CH2:27][NH:9][CH2:1][CH2:2][C:3]3[CH:8]=[CH:7][CH:6]=[CH:5][CH:4]=3)=[CH:23][CH:22]=2)[CH:17]=[CH:16][C:12]=1[C:13]([NH2:15])=[O:14]. (4) The product is: [N+:3]([O-:5])([O-:4])=[O:1].[La+3:6].[N+:3]([O-:5])([O-:4])=[O:1].[N+:3]([O-:5])([O-:4])=[O:1]. Given the reactants [OH-:1].[K+].[NH3:3].[OH2:4].[O-2:5].[La+3:6].[O-2].[O-2].[La+3], predict the reaction product. (5) The product is: [C:1]([O:5][C:6](=[O:25])[NH:7][C:8]1[CH:13]=[CH:12][C:11]([C:14]2[CH:19]=[CH:18][CH:17]=[CH:16][C:15]=2[O:20][CH3:21])=[CH:10][C:9]=1[NH2:22])([CH3:4])([CH3:2])[CH3:3]. Given the reactants [C:1]([O:5][C:6](=[O:25])[NH:7][C:8]1[CH:13]=[CH:12][C:11]([C:14]2[CH:19]=[CH:18][CH:17]=[CH:16][C:15]=2[O:20][CH3:21])=[CH:10][C:9]=1[N+:22]([O-])=O)([CH3:4])([CH3:3])[CH3:2], predict the reaction product.